From a dataset of Forward reaction prediction with 1.9M reactions from USPTO patents (1976-2016). Predict the product of the given reaction. Given the reactants F[B-](F)(F)F.N1(O[C:16](N(C)C)=[N+:17](C)[CH3:18])C2C=CC=CC=2N=N1.[F:23][C:24]1[CH:25]=[CH:26][C:27]([O:48][C:49]2[CH:57]=[CH:56][C:52]([C:53](O)=[O:54])=[CH:51][CH:50]=2)=[C:28]2[C:32]=1[C@H:31]([O:33][C:34]1[CH:47]=[CH:46][C:37]3[C@H:38]([CH2:41][C:42]([O:44][CH3:45])=[O:43])[CH2:39][O:40][C:36]=3[CH:35]=1)[CH2:30][CH2:29]2.C(N(C(C)C)C(C)C)C.CNC, predict the reaction product. The product is: [CH3:45][O:44][C:42](=[O:43])[CH2:41][C@H:38]1[C:37]2[CH:46]=[CH:47][C:34]([O:33][C@H:31]3[C:32]4[C:28](=[C:27]([O:48][C:49]5[CH:57]=[CH:56][C:52]([C:53](=[O:54])[N:17]([CH3:18])[CH3:16])=[CH:51][CH:50]=5)[CH:26]=[CH:25][C:24]=4[F:23])[CH2:29][CH2:30]3)=[CH:35][C:36]=2[O:40][CH2:39]1.